Dataset: Full USPTO retrosynthesis dataset with 1.9M reactions from patents (1976-2016). Task: Predict the reactants needed to synthesize the given product. (1) Given the product [F:21][C:18]1[CH:19]=[CH:20][C:15]([CH2:14][O:1][C:2]2[CH:11]=[CH:10][C:9]([I:12])=[CH:8][C:3]=2[C:4]([O:6][CH3:7])=[O:5])=[CH:16][CH:17]=1, predict the reactants needed to synthesize it. The reactants are: [OH:1][C:2]1[CH:11]=[CH:10][C:9]([I:12])=[CH:8][C:3]=1[C:4]([O:6][CH3:7])=[O:5].Br[CH2:14][C:15]1[CH:20]=[CH:19][C:18]([F:21])=[CH:17][CH:16]=1.C(=O)([O-])[O-].[K+].[K+].C(OCC)(=O)C. (2) Given the product [CH3:18][O:17][C:12]1[CH:13]=[CH:14][C:15]([S:22]([Cl:21])(=[O:24])=[O:23])=[CH:16][C:11]=1[N:8]1[CH2:7][CH2:6][N:5]([C:3](=[O:4])[C:2]([F:1])([F:19])[F:20])[CH2:10][CH2:9]1, predict the reactants needed to synthesize it. The reactants are: [F:1][C:2]([F:20])([F:19])[C:3]([N:5]1[CH2:10][CH2:9][N:8]([C:11]2[CH:16]=[CH:15][CH:14]=[CH:13][C:12]=2[O:17][CH3:18])[CH2:7][CH2:6]1)=[O:4].[Cl:21][S:22](O)(=[O:24])=[O:23].